Dataset: NCI-60 drug combinations with 297,098 pairs across 59 cell lines. Task: Regression. Given two drug SMILES strings and cell line genomic features, predict the synergy score measuring deviation from expected non-interaction effect. (1) Drug 2: CCCCCOC(=O)NC1=NC(=O)N(C=C1F)C2C(C(C(O2)C)O)O. Drug 1: CNC(=O)C1=CC=CC=C1SC2=CC3=C(C=C2)C(=NN3)C=CC4=CC=CC=N4. Cell line: NCI/ADR-RES. Synergy scores: CSS=1.63, Synergy_ZIP=0.0987, Synergy_Bliss=1.53, Synergy_Loewe=0.984, Synergy_HSA=0.487. (2) Drug 1: C#CCC(CC1=CN=C2C(=N1)C(=NC(=N2)N)N)C3=CC=C(C=C3)C(=O)NC(CCC(=O)O)C(=O)O. Drug 2: CC(C)NC(=O)C1=CC=C(C=C1)CNNC.Cl. Cell line: SK-OV-3. Synergy scores: CSS=-2.52, Synergy_ZIP=3.20, Synergy_Bliss=4.79, Synergy_Loewe=-4.05, Synergy_HSA=-3.59. (3) Drug 1: CC(CN1CC(=O)NC(=O)C1)N2CC(=O)NC(=O)C2. Drug 2: C1=NC2=C(N=C(N=C2N1C3C(C(C(O3)CO)O)F)Cl)N. Cell line: SK-MEL-28. Synergy scores: CSS=16.7, Synergy_ZIP=-12.7, Synergy_Bliss=-4.21, Synergy_Loewe=-17.3, Synergy_HSA=-1.91. (4) Drug 1: CN(C)C1=NC(=NC(=N1)N(C)C)N(C)C. Drug 2: CC1=C(C(=CC=C1)Cl)NC(=O)C2=CN=C(S2)NC3=CC(=NC(=N3)C)N4CCN(CC4)CCO. Cell line: OVCAR-5. Synergy scores: CSS=16.2, Synergy_ZIP=6.49, Synergy_Bliss=13.4, Synergy_Loewe=-0.590, Synergy_HSA=7.01. (5) Drug 1: CN1C(=O)N2C=NC(=C2N=N1)C(=O)N. Drug 2: C1CN(P(=O)(OC1)NCCCl)CCCl. Cell line: KM12. Synergy scores: CSS=-0.284, Synergy_ZIP=0.165, Synergy_Bliss=-2.05, Synergy_Loewe=0.351, Synergy_HSA=-2.71.